From a dataset of Forward reaction prediction with 1.9M reactions from USPTO patents (1976-2016). Predict the product of the given reaction. (1) Given the reactants [CH2:1]([O:8][CH2:9][N:10]1[CH2:16][CH2:15][CH2:14][N:13]([C:17]([O:19][C:20]([CH3:23])([CH3:22])[CH3:21])=[O:18])[CH2:12][C:11]1=[O:24])[C:2]1[CH:7]=[CH:6][CH:5]=[CH:4][CH:3]=1.[F:25][C:26]([F:37])([F:36])[O:27][C:28]1[CH:35]=[CH:34][C:31]([CH2:32]Br)=[CH:30][CH:29]=1, predict the reaction product. The product is: [CH2:1]([O:8][CH2:9][N:10]1[CH2:16][CH2:15][CH2:14][N:13]([C:17]([O:19][C:20]([CH3:21])([CH3:23])[CH3:22])=[O:18])[CH:12]([CH2:32][C:31]2[CH:34]=[CH:35][C:28]([O:27][C:26]([F:25])([F:36])[F:37])=[CH:29][CH:30]=2)[C:11]1=[O:24])[C:2]1[CH:3]=[CH:4][CH:5]=[CH:6][CH:7]=1. (2) Given the reactants CS(O[CH2:6][CH2:7][CH2:8][CH:9]1[CH2:14][CH2:13][N:12]([C:15]([O:17][CH:18]([CH3:20])[CH3:19])=[O:16])[CH2:11][CH2:10]1)(=O)=O.C([O-])([O-])=O.[Cs+].[Cs+].[N-:27]=[N+:28]=[N-:29].[Na+], predict the reaction product. The product is: [N:27]([CH2:6][CH2:7][CH2:8][CH:9]1[CH2:14][CH2:13][N:12]([C:15]([O:17][CH:18]([CH3:20])[CH3:19])=[O:16])[CH2:11][CH2:10]1)=[N+:28]=[N-:29]. (3) The product is: [NH2:13][C:3]1[C:2]([F:1])=[CH:7][CH:6]=[CH:5][C:4]=1[CH2:8][C:9]([O:11][CH3:12])=[O:10]. Given the reactants [F:1][C:2]1[C:3]([N+:13]([O-])=O)=[C:4]([CH2:8][C:9]([O:11][CH3:12])=[O:10])[CH:5]=[CH:6][CH:7]=1, predict the reaction product. (4) Given the reactants [Cl:1][C:2]1[CH:3]=[CH:4][C:5]([C:8]([F:13])([F:12])[C:9]([OH:11])=O)=[N:6][CH:7]=1.P(Cl)(Cl)(Cl)=O.Cl.[NH2:20][CH2:21][C:22]1[CH:23]=[C:24]2[C:28](=[CH:29][CH:30]=1)[C:27](=[O:31])[N:26]([CH:32]1[CH2:37][CH2:36][C:35](=[O:38])[NH:34][C:33]1=[O:39])[CH2:25]2.C(=O)(O)[O-].[Na+], predict the reaction product. The product is: [Cl:1][C:2]1[CH:3]=[CH:4][C:5]([C:8]([F:13])([F:12])[C:9]([NH:20][CH2:21][C:22]2[CH:23]=[C:24]3[C:28](=[CH:29][CH:30]=2)[C:27](=[O:31])[N:26]([CH:32]2[CH2:37][CH2:36][C:35](=[O:38])[NH:34][C:33]2=[O:39])[CH2:25]3)=[O:11])=[N:6][CH:7]=1. (5) Given the reactants [NH2:1][C:2]1[C:11]2[C:6](=[CH:7][CH:8]=[CH:9][CH:10]=2)[C:5]([O:12][C:13]2[C:22]3[NH:21][C:20](=[O:23])[C:19]([CH3:24])=[N:18][C:17]=3[N:16]=[CH:15][CH:14]=2)=[CH:4][CH:3]=1.[F:25][C:26]1[CH:31]=[CH:30][C:29]([C:32]([F:35])([F:34])[F:33])=[CH:28][C:27]=1[N:36]=[C:37]=[O:38], predict the reaction product. The product is: [F:25][C:26]1[CH:31]=[CH:30][C:29]([C:32]([F:35])([F:34])[F:33])=[CH:28][C:27]=1[NH:36][C:37]([NH:1][C:2]1[C:11]2[C:6](=[CH:7][CH:8]=[CH:9][CH:10]=2)[C:5]([O:12][C:13]2[C:22]3[NH:21][C:20](=[O:23])[C:19]([CH3:24])=[N:18][C:17]=3[N:16]=[CH:15][CH:14]=2)=[CH:4][CH:3]=1)=[O:38]. (6) Given the reactants [CH:1](O)=O.Cl.[Cl:5][CH2:6][CH2:7][NH:8][CH2:9][CH2:10][Cl:11], predict the reaction product. The product is: [ClH:5].[Cl:5][CH2:6][CH2:7][N:8]([CH3:1])[CH2:9][CH2:10][Cl:11]. (7) Given the reactants [Cl:1][C:2]1[N:3]=[C:4]([C:9]([NH:11][C@H:12]2[CH2:17][CH2:16][N:15](C(OC(C)(C)C)=O)[CH2:14][C@H:13]2[NH:25][CH:26]([CH2:29][CH3:30])[CH2:27][CH3:28])=[O:10])[NH:5][C:6]=1[CH2:7][CH3:8].Cl.O1CCOCC1.Br[C:39]1[S:40][C:41]2[C:47]([C:48]([O:50][CH2:51][CH3:52])=[O:49])=[CH:46][CH:45]=[CH:44][C:42]=2[N:43]=1.C(=O)([O-])[O-].[Na+].[Na+], predict the reaction product. The product is: [Cl:1][C:2]1[N:3]=[C:4]([C:9]([NH:11][C@H:12]2[CH2:17][CH2:16][N:15]([C:39]3[S:40][C:41]4[C:47]([C:48]([O:50][CH2:51][CH3:52])=[O:49])=[CH:46][CH:45]=[CH:44][C:42]=4[N:43]=3)[CH2:14][C@H:13]2[NH:25][CH:26]([CH2:29][CH3:30])[CH2:27][CH3:28])=[O:10])[NH:5][C:6]=1[CH2:7][CH3:8].